From a dataset of Catalyst prediction with 721,799 reactions and 888 catalyst types from USPTO. Predict which catalyst facilitates the given reaction. (1) Product: [Cl:17][C:6]1[N:5]=[C:4]([S:18][CH3:19])[N:3]=[C:2]([NH:30][S:29](=[O:31])(=[O:32])[NH:28][CH2:21][C:22]2[CH:27]=[CH:26][CH:25]=[CH:24][CH:23]=2)[C:7]=1[O:8][C:9]1[CH:14]=[CH:13][CH:12]=[CH:11][C:10]=1[O:15][CH3:16]. The catalyst class is: 16. Reactant: Cl[C:2]1[C:7]([O:8][C:9]2[CH:14]=[CH:13][CH:12]=[CH:11][C:10]=2[O:15][CH3:16])=[C:6]([Cl:17])[N:5]=[C:4]([S:18][CH3:19])[N:3]=1.[K].[CH2:21]([NH:28][S:29](=[O:32])(=[O:31])[NH2:30])[C:22]1[CH:27]=[CH:26][CH:25]=[CH:24][CH:23]=1.C(O)(=O)CC(CC(O)=O)(C(O)=O)O. (2) Reactant: [NH2:1][C:2](=[O:30])[C@@H:3]([NH:7][C:8](=[O:29])[CH2:9][N:10]1[CH2:13][C:12]2([CH2:17][CH2:16][CH2:15][N:14]2[C:18](OCC2C=CC=CC=2)=[O:19])[C:11]1=[O:28])[C@H:4]([OH:6])[CH3:5].[C:31](OC(=O)C)(=O)C. Product: [C:18]([N:14]1[CH2:15][CH2:16][CH2:17][C:12]21[C:11](=[O:28])[N:10]([CH2:9][C:8]([NH:7][C@@H:3]([C@H:4]([OH:6])[CH3:5])[C:2]([NH2:1])=[O:30])=[O:29])[CH2:13]2)(=[O:19])[CH3:31]. The catalyst class is: 99.